Dataset: Reaction yield outcomes from USPTO patents with 853,638 reactions. Task: Predict the reaction yield, written as a fraction of the theoretical maximum amount of product (1.0 means a 100% yield; for example, 0.34 means a 34% yield). (1) The reactants are [CH2:1]([O:3][C:4]([C@@H:6]1[C@H:8]([C:9]2[CH:14]=[CH:13][CH:12]=[CH:11][C:10]=2[F:15])[C@H:7]1[C:16]1[CH:21]=[C:20]([CH:22]2[CH2:24][CH2:23]2)[N:19]=[C:18](Cl)[CH:17]=1)=[O:5])[CH3:2].[CH:26]1(B(O)O)[CH2:28][CH2:27]1.P([O-])([O-])([O-])=O.[K+].[K+].[K+].C1(P(C2CCCCC2)C2CCCCC2)CCCCC1. The catalyst is C1(C)C=CC=CC=1.O.O.CC([O-])=O.CC([O-])=O.[Pd+2]. The product is [CH2:1]([O:3][C:4]([C@@H:6]1[C@H:8]([C:9]2[CH:14]=[CH:13][CH:12]=[CH:11][C:10]=2[F:15])[C@H:7]1[C:16]1[CH:21]=[C:20]([CH:22]2[CH2:24][CH2:23]2)[N:19]=[C:18]([CH:26]2[CH2:28][CH2:27]2)[CH:17]=1)=[O:5])[CH3:2]. The yield is 1.00. (2) The reactants are [CH2:1]([O:8][C:9]1[CH:14]=C[N:12]([CH2:15][C:16]([C:18]2[CH:23]=[CH:22][C:21]([CH2:24][Br:25])=[CH:20][C:19]=2[CH3:26])=[O:17])[C:11](=[O:27])[CH:10]=1)[C:2]1[CH:7]=[CH:6][CH:5]=[CH:4][CH:3]=1.C(OC1C=N[N:39](CC(C2C=CC(CO)=CC=2C)=O)C(=O)C=1)C1C=CC=CC=1.C(OC1C=CN(CC(C2C=CC(CO)=CC=2C)=O)C(=O)C=1)C1C=CC=CC=1. No catalyst specified. The product is [CH2:1]([O:8][C:9]1[CH:14]=[N:39][N:12]([CH2:15][C:16]([C:18]2[CH:23]=[CH:22][C:21]([CH2:24][Br:25])=[CH:20][C:19]=2[CH3:26])=[O:17])[C:11](=[O:27])[CH:10]=1)[C:2]1[CH:7]=[CH:6][CH:5]=[CH:4][CH:3]=1. The yield is 0.930. (3) The reactants are [NH2:1][C:2]1[C:7](=[O:8])[NH:6][C:5](=[S:9])[N:4]([CH2:10][CH2:11][CH2:12][CH2:13][CH3:14])[C:3]=1[NH:15][C:16]([CH:18]1[CH2:21][CH2:20][CH2:19]1)=O.[OH-].[Na+]. The catalyst is O.CO. The product is [CH:18]1([C:16]2[NH:1][C:2]3[C:7](=[O:8])[NH:6][C:5](=[S:9])[N:4]([CH2:10][CH2:11][CH2:12][CH2:13][CH3:14])[C:3]=3[N:15]=2)[CH2:21][CH2:20][CH2:19]1. The yield is 0.737. (4) The reactants are [OH:1][C:2]1[CH:11]=[C:10]2[C:5]([CH:6]=[CH:7][CH:8]=[C:9]2[N:12]2[CH2:17][CH2:16][N:15]([CH3:18])[CH2:14][CH2:13]2)=[CH:4][CH:3]=1.C1(P(C2C=CC=CC=2)C2C=CC=CC=2)C=CC=CC=1.[F:38][C:39]([F:49])([F:48])[C:40]1[CH:47]=[CH:46][C:43]([CH2:44]O)=[CH:42][CH:41]=1.N(C(OCC)=O)=NC(OCC)=O. The catalyst is C1COCC1. The product is [F:38][C:39]([F:48])([F:49])[C:40]1[CH:47]=[CH:46][C:43]([CH2:44][O:1][C:2]2[CH:11]=[C:10]3[C:5]([CH:6]=[CH:7][CH:8]=[C:9]3[N:12]3[CH2:17][CH2:16][N:15]([CH3:18])[CH2:14][CH2:13]3)=[CH:4][CH:3]=2)=[CH:42][CH:41]=1. The yield is 0.720. (5) The reactants are Cl[C:2]1[C:7]2=[C:8]([CH:11]([CH3:13])[CH3:12])[CH:9]=[CH:10][N:6]2[N:5]=[CH:4][N:3]=1.[F:14][C:15]1[CH:20]=[C:19]([N+:21]([O-:23])=[O:22])[CH:18]=[CH:17][C:16]=1[OH:24].C1N2CCN(CC2)C1. The catalyst is CC#N. The product is [F:14][C:15]1[CH:20]=[C:19]([N+:21]([O-:23])=[O:22])[CH:18]=[CH:17][C:16]=1[O:24][CH:2]1[C:7]2=[C:8]([CH:11]([CH3:13])[CH3:12])[CH:9]=[CH:10][N:6]2[N:5]=[CH:4][NH:3]1. The yield is 0.790. (6) The reactants are [NH2:1][C:2]1[N:7]=[C:6]([CH3:8])[N:5]=[C:4]([C:9]2[CH:10]=[C:11]([C:25](=[O:27])[CH3:26])[CH:12]=[N:13][C:14]=2[NH:15][C:16]2[CH:17]=[N:18][C:19]([Cl:24])=[C:20]([O:22][CH3:23])[CH:21]=2)[N:3]=1.[CH3:28][Mg]Br. The catalyst is C1COCC1. The product is [NH2:1][C:2]1[N:7]=[C:6]([CH3:8])[N:5]=[C:4]([C:9]2[CH:10]=[C:11]([C:25]([OH:27])([CH3:28])[CH3:26])[CH:12]=[N:13][C:14]=2[NH:15][C:16]2[CH:17]=[N:18][C:19]([Cl:24])=[C:20]([O:22][CH3:23])[CH:21]=2)[N:3]=1. The yield is 0.260.